This data is from Forward reaction prediction with 1.9M reactions from USPTO patents (1976-2016). The task is: Predict the product of the given reaction. (1) Given the reactants [C:1]1([C@H:7]([NH2:9])[CH3:8])[CH:6]=[CH:5][CH:4]=[CH:3][CH:2]=1.[C:10]1([C:16]2[CH:17]=[C:18](C=[CH:24][CH:25]=2)[CH:19]=[CH:20][CH:21]=O)[CH:15]=[CH:14][CH:13]=[CH:12][CH:11]=1.[BH4-].[Na+].[CH3:28]O, predict the reaction product. The product is: [C:17]1([C:16]([C:10]2[CH:11]=[CH:12][CH:13]=[CH:14][CH:15]=2)=[CH:25][CH2:24][NH:9][C@@H:7]([C:1]2[CH:6]=[CH:5][CH:4]=[CH:3][CH:2]=2)[CH3:8])[CH:18]=[CH:19][CH:20]=[CH:21][CH:28]=1. (2) Given the reactants [N:1]1[CH:6]=[CH:5][CH:4]=[CH:3][CH:2]=1.C(Cl)(=[O:9])C.[CH3:11][O:12][C:13]1[CH:14]=[C:15]([OH:22])[C:16](=[CH:20][CH:21]=1)[C:17](O)=[O:18].Cl.C(Cl)(=O)C(Cl)=O.C(=O)([O-])[O-].[Na+].[Na+], predict the reaction product. The product is: [CH:6]1([N:1]([OH:9])[C:17](=[O:18])[C:16]2[CH:20]=[CH:21][C:13]([O:12][CH3:11])=[CH:14][C:15]=2[OH:22])[CH2:5][CH2:4][CH2:3][CH2:2]1. (3) The product is: [C:1]([N:35]1[CH2:34][CH2:33][CH:32]([N:30]2[CH:31]=[C:27]([C:8]3[C:9]([O:25][CH3:26])=[C:10]([CH:12]([N:14]4[C:18]5=[N:19][CH:20]=[N:21][C:22]([NH2:23])=[C:17]5[C:16]([CH3:24])=[N:15]4)[CH3:13])[CH:11]=[C:6]([Cl:5])[C:7]=3[CH3:38])[CH:28]=[N:29]2)[CH2:37][CH2:36]1)(=[O:3])[CH3:2]. Given the reactants [C:1](Cl)(=[O:3])[CH3:2].[Cl:5][C:6]1[C:7]([CH3:38])=[C:8]([C:27]2[CH:28]=[N:29][N:30]([CH:32]3[CH2:37][CH2:36][NH:35][CH2:34][CH2:33]3)[CH:31]=2)[C:9]([O:25][CH3:26])=[C:10]([CH:12]([N:14]2[C:18]3=[N:19][CH:20]=[N:21][C:22]([NH2:23])=[C:17]3[C:16]([CH3:24])=[N:15]2)[CH3:13])[CH:11]=1.C(N(C(C)C)CC)(C)C.C(N(CC)C(C)C)(C)C, predict the reaction product. (4) Given the reactants [CH:1](OC)(OC)OC.[Cl:8][C:9]1[CH:38]=[CH:37][CH:36]=[CH:35][C:10]=1[CH2:11][C:12]1[C:13]([C:31]([NH:33][NH2:34])=[O:32])=[N:14][NH:15][C:16]=1[N:17]1[CH2:22][CH2:21][CH2:20][C@@H:19]([NH:23][C:24](=[O:30])[O:25][C:26]([CH3:29])([CH3:28])[CH3:27])[CH2:18]1.C1(C)C=CC=CC=1, predict the reaction product. The product is: [Cl:8][C:9]1[CH:38]=[CH:37][CH:36]=[CH:35][C:10]=1[CH2:11][C:12]1[C:16]([N:17]2[CH2:22][CH2:21][CH2:20][C@@H:19]([NH:23][C:24](=[O:30])[O:25][C:26]([CH3:29])([CH3:27])[CH3:28])[CH2:18]2)=[N:15][N:14]2[C:13]=1[C:31](=[O:32])[NH:33][N:34]=[CH:1]2. (5) The product is: [Br:1][C:2]1[CH:7]=[CH:6][CH:5]=[CH:4][C:3]=1[NH:8][C:9]1[NH:13][C:12]2[C:14]([OH:20])=[CH:15][C:16]([C:18]#[N:19])=[CH:17][C:11]=2[N:10]=1. Given the reactants [Br:1][C:2]1[CH:7]=[CH:6][CH:5]=[CH:4][C:3]=1[NH:8][C:9]1[NH:13][C:12]2[C:14]([O:20]C)=[CH:15][C:16]([C:18]#[N:19])=[CH:17][C:11]=2[N:10]=1.[I-].[Li+], predict the reaction product. (6) Given the reactants [CH3:1][O:2][C:3]1[CH:4]=[C:5]2[C:10](=[CH:11][C:12]=1[O:13][CH2:14][CH2:15][CH2:16][N:17]1[CH2:22][CH2:21][CH2:20][CH2:19][CH2:18]1)[N:9]=[CH:8][N:7](COC(=O)C(C)(C)C)[C:6]2=[O:31], predict the reaction product. The product is: [CH3:1][O:2][C:3]1[CH:4]=[C:5]2[C:10](=[CH:11][C:12]=1[O:13][CH2:14][CH2:15][CH2:16][N:17]1[CH2:22][CH2:21][CH2:20][CH2:19][CH2:18]1)[N:9]=[CH:8][NH:7][C:6]2=[O:31]. (7) Given the reactants O[C:2]1[CH:11]=[C:10]2[C:5]([CH:6]=[CH:7][CH:8]=[C:9]2[NH:12]C(=O)OC(C)(C)C)=[CH:4][CH:3]=1.C(N([CH2:25][CH3:26])CC)C.CS(O[S:32]([CH3:35])(=O)=O)(=O)=O.[C:36](=O)(O)[O-].[Na+], predict the reaction product. The product is: [CH:26]1([C:6]2[C:5]3[C:10](=[CH:11][CH:2]=[CH:3][CH:4]=3)[C:9]([N:12]=[C:35]=[S:32])=[CH:8][CH:7]=2)[CH2:25][CH2:36]1.